Dataset: Catalyst prediction with 721,799 reactions and 888 catalyst types from USPTO. Task: Predict which catalyst facilitates the given reaction. (1) Reactant: [C:1]1([C:7]2[N:8]=[CH:9][C:10]([C:19]#[C:20][CH2:21][CH2:22][CH2:23][OH:24])=[N:11][C:12]=2[C:13]2[CH:18]=[CH:17][CH:16]=[CH:15][CH:14]=2)[CH:6]=[CH:5][CH:4]=[CH:3][CH:2]=1. Product: [C:1]1([C:7]2[N:8]=[CH:9][C:10]([CH2:19][CH2:20][CH2:21][CH2:22][CH2:23][OH:24])=[N:11][C:12]=2[C:13]2[CH:14]=[CH:15][CH:16]=[CH:17][CH:18]=2)[CH:2]=[CH:3][CH:4]=[CH:5][CH:6]=1. The catalyst class is: 178. (2) Reactant: [NH2:1][C:2]1[S:12][C:5]2[CH2:6][O:7][C:8]([CH3:11])([CH3:10])[CH2:9][C:4]=2[C:3]=1[C:13]([O:15][C:16]([CH3:19])([CH3:18])[CH3:17])=[O:14].[Br:20][C:21]1[CH:31]=[CH:30][CH:29]=[CH:28][C:22]=1[C:23]([N:25]=[C:26]=[S:27])=[O:24]. Product: [Br:20][C:21]1[CH:31]=[CH:30][CH:29]=[CH:28][C:22]=1[C:23]([NH:25][C:26](=[S:27])[NH:1][C:2]1[S:12][C:5]2[CH2:6][O:7][C:8]([CH3:11])([CH3:10])[CH2:9][C:4]=2[C:3]=1[C:13]([O:15][C:16]([CH3:19])([CH3:18])[CH3:17])=[O:14])=[O:24]. The catalyst class is: 1. (3) Reactant: C(OC(=O)[NH:10][C@H:11]([C:23]([NH:25][CH2:26][CH2:27][CH2:28][C@H:29]([NH:32][C:33]([O:35][C:36]([CH3:39])([CH3:38])[CH3:37])=[O:34])[CH2:30][OH:31])=[O:24])[CH2:12][CH2:13][CH2:14][NH:15][C:16]([O:18][C:19]([CH3:22])([CH3:21])[CH3:20])=[O:17])C1C=CC=CC=1. Product: [C:19]([O:18][C:16]([NH:15][CH2:14][CH2:13][CH2:12][C@@H:11]([C:23]([NH:25][CH2:26][CH2:27][CH2:28][C@H:29]([NH:32][C:33]([O:35][C:36]([CH3:39])([CH3:38])[CH3:37])=[O:34])[CH2:30][OH:31])=[O:24])[NH2:10])=[O:17])([CH3:22])([CH3:21])[CH3:20]. The catalyst class is: 63. (4) Reactant: [C:1]([C:3]1[CH:21]=[CH:20][C:6]([CH2:7][O:8][N:9]2C(=O)C3=CC=CC=C3C2=O)=[C:5]([O:22][CH2:23][CH3:24])[CH:4]=1)#[N:2].O.NN. Product: [C:1]([C:3]1[CH:21]=[CH:20][C:6]([CH2:7][O:8][NH2:9])=[C:5]([O:22][CH2:23][CH3:24])[CH:4]=1)#[N:2]. The catalyst class is: 8. (5) Reactant: Cl[C:2]1[CH:7]=[CH:6][C:5]([N+:8]([O-:10])=[O:9])=[C:4]([O:11][CH3:12])[CH:3]=1.[N:13]1[CH:18]=[CH:17][CH:16]=[C:15](B(O)O)[CH:14]=1.C([O-])([O-])=O.[Na+].[Na+]. Product: [CH3:12][O:11][C:4]1[CH:3]=[C:2]([C:16]2[CH:17]=[CH:18][N:13]=[CH:14][CH:15]=2)[CH:7]=[CH:6][C:5]=1[N+:8]([O-:10])=[O:9]. The catalyst class is: 12. (6) Reactant: [CH3:1][C:2]1([CH3:19])[C:10]2[C:5](=[CH:6][C:7]([N+:15]([O-:17])=[O:16])=[C:8]([NH:11]C(=O)C)[CH:9]=2)[NH:4][C:3]1=[O:18].[C:20]([O:24][C:25]([NH:27][C:28]1[CH:39]=[CH:38][CH:37]=[CH:36][C:29]=1[CH2:30]OS(C)(=O)=O)=[O:26])([CH3:23])([CH3:22])[CH3:21].C([O-])([O-])=O.[K+].[K+].C1CCN2C(=NCCC2)CC1. Product: [C:20]([O:24][C:25](=[O:26])[NH:27][C:28]1[CH:39]=[CH:38][CH:37]=[CH:36][C:29]=1[CH2:30][N:4]1[C:5]2[C:10](=[CH:9][C:8]([NH2:11])=[C:7]([N+:15]([O-:17])=[O:16])[CH:6]=2)[C:2]([CH3:1])([CH3:19])[C:3]1=[O:18])([CH3:23])([CH3:22])[CH3:21]. The catalyst class is: 5. (7) The catalyst class is: 39. Reactant: [C:1]([Si:5]([CH3:28])([CH3:27])[O:6][C:7]1[CH:8]=[C:9]([CH:24]=[CH:25][CH:26]=1)[CH2:10][NH:11][C:12](=[O:23])[C:13]1[CH:21]=[CH:20][C:16]([C:17]([OH:19])=O)=[C:15]([Cl:22])[CH:14]=1)([CH3:4])([CH3:3])[CH3:2].CN(C(ON1N=NC2C=CC=CC1=2)=[N+](C)C)C.F[P-](F)(F)(F)(F)F.CCN(C(C)C)C(C)C.Cl.[CH3:63][O:64][C:65](=[O:87])[C@@H:66]([NH2:86])[CH2:67][C:68]1[CH:73]=[CH:72][C:71]([NH:74][C:75](=[O:85])[C:76]2[C:81]([Cl:82])=[CH:80][C:79]([OH:83])=[CH:78][C:77]=2[Cl:84])=[CH:70][CH:69]=1. Product: [CH3:63][O:64][C:65](=[O:87])[C@@H:66]([NH:86][C:17](=[O:19])[C:16]1[CH:20]=[CH:21][C:13]([C:12](=[O:23])[NH:11][CH2:10][C:9]2[CH:24]=[CH:25][CH:26]=[C:7]([O:6][Si:5]([C:1]([CH3:4])([CH3:3])[CH3:2])([CH3:27])[CH3:28])[CH:8]=2)=[CH:14][C:15]=1[Cl:22])[CH2:67][C:68]1[CH:69]=[CH:70][C:71]([NH:74][C:75](=[O:85])[C:76]2[C:77]([Cl:84])=[CH:78][C:79]([OH:83])=[CH:80][C:81]=2[Cl:82])=[CH:72][CH:73]=1. (8) Reactant: [Cl:1][C:2]1[CH:3]=[C:4]([C:12](O)=O)[CH:5]=[N:6][C:7]=1[O:8][CH:9]([CH3:11])[CH3:10].[C:15](Cl)(=O)[C:16](Cl)=[O:17].[OH:21][NH:22][C:23](=[NH:50])[C:24]1[C:25]([CH3:49])=[C:26]2[C:31](=[CH:32][CH:33]=1)[CH:30]([CH2:34][CH2:35][CH2:36][C:37](=[O:41])CCC)[N:29]([C:42]([O:44][C:45]([CH3:48])([CH3:47])[CH3:46])=[O:43])[CH2:28][CH2:27]2.C(N(CC)CC)C. Product: [Cl:1][C:2]1[CH:3]=[C:4]([C:12]2[O:21][N:22]=[C:23]([C:24]3[C:25]([CH3:49])=[C:26]4[C:31](=[CH:32][CH:33]=3)[CH:30]([CH2:34][CH2:35][CH2:36][C:37]([O:17][CH2:16][CH3:15])=[O:41])[N:29]([C:42]([O:44][C:45]([CH3:47])([CH3:48])[CH3:46])=[O:43])[CH2:28][CH2:27]4)[N:50]=2)[CH:5]=[N:6][C:7]=1[O:8][CH:9]([CH3:10])[CH3:11]. The catalyst class is: 120. (9) Reactant: [Si]([O:8][CH2:9][CH:10]1[CH2:15][CH2:14][C:13]([C:17]2[C:25]3[C:20](=[CH:21][CH:22]=[CH:23][C:24]=3[F:26])[N:19]([C:27]([C:29]3[C:34]([C:35]([F:38])([F:37])[F:36])=[CH:33][CH:32]=[CH:31][C:30]=3[Cl:39])=[O:28])[N:18]=2)([CH3:16])[CH2:12][CH2:11]1)(C(C)(C)C)(C)C.CCCC[N+](CCCC)(CCCC)CCCC.[F-].O. Product: [Cl:39][C:30]1[CH:31]=[CH:32][CH:33]=[C:34]([C:35]([F:37])([F:38])[F:36])[C:29]=1[C:27]([N:19]1[C:20]2[C:25](=[C:24]([F:26])[CH:23]=[CH:22][CH:21]=2)[C:17]([C:13]2([CH3:16])[CH2:14][CH2:15][CH:10]([CH2:9][OH:8])[CH2:11][CH2:12]2)=[N:18]1)=[O:28]. The catalyst class is: 1. (10) Reactant: [CH3:1][C:2]1[C:6]([C:7]2[CH:19]=[N:18][C:17]3[C:16]4[CH:15]=[CH:14][C:13]([C:20](=[O:24])[CH2:21][C:22]#[N:23])=[CH:12][C:11]=4[N:10]([C@H:25]([C:32]4[CH:37]=[CH:36][CH:35]=[CH:34][CH:33]=4)[CH:26]4[CH2:31][CH2:30][O:29][CH2:28][CH2:27]4)[C:9]=3[CH:8]=2)=[C:5]([CH3:38])[O:4][N:3]=1.[BH4-].[Na+]. The catalyst class is: 92. Product: [CH3:38][C:5]1[O:4][N:3]=[C:2]([CH3:1])[C:6]=1[C:7]1[CH:19]=[N:18][C:17]2[C:16]3[CH:15]=[CH:14][C:13]([CH:20]([OH:24])[CH2:21][C:22]#[N:23])=[CH:12][C:11]=3[N:10]([C@@H:25]([CH:26]3[CH2:27][CH2:28][O:29][CH2:30][CH2:31]3)[C:32]3[CH:37]=[CH:36][CH:35]=[CH:34][CH:33]=3)[C:9]=2[CH:8]=1.